This data is from Full USPTO retrosynthesis dataset with 1.9M reactions from patents (1976-2016). The task is: Predict the reactants needed to synthesize the given product. (1) The reactants are: [CH3:1][C:2]1([CH3:14])[C:6]([CH3:8])([CH3:7])[O:5][B:4]([C:9]2[CH:10]=[N:11][NH:12][CH:13]=2)[O:3]1.Br[CH2:16][CH2:17][O:18][CH:19]1[CH2:24][CH2:23][CH2:22][CH2:21][O:20]1.C(=O)([O-])[O-].[K+].[K+]. Given the product [O:20]1[CH2:21][CH2:22][CH2:23][CH2:24][CH:19]1[O:18][CH2:17][CH2:16][N:12]1[CH:13]=[C:9]([B:4]2[O:5][C:6]([CH3:7])([CH3:8])[C:2]([CH3:14])([CH3:1])[O:3]2)[CH:10]=[N:11]1, predict the reactants needed to synthesize it. (2) Given the product [C:1]1([C:7]2[C:15]3[C:10](=[CH:11][CH:12]=[CH:13][CH:14]=3)[N:9]([S:16]([C:19]3[CH:20]=[CH:21][C:22]([CH3:25])=[CH:23][CH:24]=3)(=[O:17])=[O:18])[C:8]=2[CH:26]([NH:28][C:30]2[N:38]=[CH:37][N:36]=[C:35]3[C:31]=2[N:32]=[CH:33][NH:34]3)[CH3:27])[CH:2]=[CH:3][CH:4]=[CH:5][CH:6]=1, predict the reactants needed to synthesize it. The reactants are: [C:1]1([C:7]2[C:15]3[C:10](=[CH:11][CH:12]=[CH:13][CH:14]=3)[N:9]([S:16]([C:19]3[CH:24]=[CH:23][C:22]([CH3:25])=[CH:21][CH:20]=3)(=[O:18])=[O:17])[C:8]=2[CH:26]([NH2:28])[CH3:27])[CH:6]=[CH:5][CH:4]=[CH:3][CH:2]=1.Cl[C:30]1[N:38]=[CH:37][N:36]=[C:35]2[C:31]=1[N:32]=[CH:33][NH:34]2.CCN(C(C)C)C(C)C.